From a dataset of Forward reaction prediction with 1.9M reactions from USPTO patents (1976-2016). Predict the product of the given reaction. (1) Given the reactants [C:1]([C:9]1[CH:53]=[CH:52][CH:51]=[CH:50][C:10]=1[NH:11][CH:12]([CH2:18][C:19]1[CH:24]=[CH:23][C:22]([O:25][CH2:26][CH2:27][N:28]2[C:37]3[C:32](=[CH:33][C:34]([C:38](=[N:45][O:46][CH3:47])[C:39]4[CH:44]=[CH:43][CH:42]=[CH:41][CH:40]=4)=[CH:35][CH:36]=3)[C:31]([CH3:49])([CH3:48])[CH2:30][CH2:29]2)=[CH:21][CH:20]=1)[C:13]([O:15]CC)=[O:14])(=[O:8])[C:2]1[CH:7]=[CH:6][CH:5]=[CH:4][CH:3]=1.[OH-].[Li+].Cl, predict the reaction product. The product is: [C:1]([C:9]1[CH:53]=[CH:52][CH:51]=[CH:50][C:10]=1[NH:11][CH:12]([CH2:18][C:19]1[CH:24]=[CH:23][C:22]([O:25][CH2:26][CH2:27][N:28]2[C:37]3[C:32](=[CH:33][C:34]([C:38](=[N:45][O:46][CH3:47])[C:39]4[CH:40]=[CH:41][CH:42]=[CH:43][CH:44]=4)=[CH:35][CH:36]=3)[C:31]([CH3:48])([CH3:49])[CH2:30][CH2:29]2)=[CH:21][CH:20]=1)[C:13]([OH:15])=[O:14])(=[O:8])[C:2]1[CH:7]=[CH:6][CH:5]=[CH:4][CH:3]=1. (2) Given the reactants [NH:1]1[CH2:6][CH:5]=[C:4]([C:7]2[C:15]3[C:10](=[CH:11][CH:12]=[CH:13][CH:14]=3)[NH:9][CH:8]=2)[CH2:3][CH2:2]1.[CH3:16][N:17]([CH3:31])[C:18]1([C:25]2[CH:30]=[CH:29][CH:28]=[CH:27][CH:26]=2)[CH2:23][CH2:22][C:21](=O)[CH2:20][CH2:19]1.C(O)(=O)C, predict the reaction product. The product is: [NH:9]1[C:10]2[C:15](=[CH:14][CH:13]=[CH:12][CH:11]=2)[C:7]([C:4]2[CH2:3][CH2:2][N:1]([CH:21]3[CH2:20][CH2:19][C:18]([N:17]([CH3:31])[CH3:16])([C:25]4[CH:30]=[CH:29][CH:28]=[CH:27][CH:26]=4)[CH2:23][CH2:22]3)[CH2:6][CH:5]=2)=[CH:8]1. (3) The product is: [F:38][C:2]([F:1])([F:37])[C:3]1[CH:4]=[C:5]([C@H:13]([O:15][C@H:16]2[CH2:24][N:23]3[C@@H:18]([CH2:19][CH:20]([C:26]([O:28][CH3:29])=[O:27])[CH2:21][C:22]3=[O:25])[C@@H:17]2[C:30]2[CH:35]=[CH:34][C:33]([F:36])=[CH:32][CH:31]=2)[CH3:14])[CH:6]=[C:7]([C:9]([F:10])([F:11])[F:12])[CH:8]=1. Given the reactants [F:1][C:2]([F:38])([F:37])[C:3]1[CH:4]=[C:5]([C@H:13]([O:15][C@H:16]2[CH2:24][N:23]3[C@@H:18]([CH2:19][C:20]([C:26]([O:28][CH3:29])=[O:27])=[CH:21][C:22]3=[O:25])[C@@H:17]2[C:30]2[CH:35]=[CH:34][C:33]([F:36])=[CH:32][CH:31]=2)[CH3:14])[CH:6]=[C:7]([C:9]([F:12])([F:11])[F:10])[CH:8]=1, predict the reaction product. (4) Given the reactants [CH3:1][NH:2][C@@H:3]([C:24]1[CH:29]=[CH:28][CH:27]=[CH:26][CH:25]=1)[CH2:4][N:5]1[CH2:9][CH2:8][C@H:7]([O:10][CH2:11][CH2:12][O:13][CH2:14][CH2:15][O:16][CH2:17][CH2:18][O:19][C:20]([F:23])([F:22])[F:21])[CH2:6]1.[Cl:30][C:31]1[CH:32]=[C:33]([CH2:38][C:39]([OH:41])=O)[CH:34]=[CH:35][C:36]=1[Cl:37].C(N(CC)C(C)C)(C)C.F[B-](F)(F)F.N1(OC(N(C)C)=[N+](C)C)C2C=CC=CC=2N=N1, predict the reaction product. The product is: [Cl:30][C:31]1[CH:32]=[C:33]([CH2:38][C:39]([N:2]([CH3:1])[C@@H:3]([C:24]2[CH:29]=[CH:28][CH:27]=[CH:26][CH:25]=2)[CH2:4][N:5]2[CH2:9][CH2:8][C@H:7]([O:10][CH2:11][CH2:12][O:13][CH2:14][CH2:15][O:16][CH2:17][CH2:18][O:19][C:20]([F:23])([F:21])[F:22])[CH2:6]2)=[O:41])[CH:34]=[CH:35][C:36]=1[Cl:37]. (5) Given the reactants [C:1]([NH:9][C:10]1[CH:15]=[CH:14][C:13]([C:16]2[CH:24]=[C:23]3[C:19]([CH2:20][N:21]([C@@H:26]([CH:31]([CH3:33])[CH3:32])[C:27]([O:29][CH3:30])=[O:28])[C:22]3=[O:25])=[CH:18][CH:17]=2)=[CH:12][CH:11]=1)(=[O:8])[C:2]1[CH:7]=[CH:6][CH:5]=[CH:4][CH:3]=1.N[C:35]1[CH:40]=[CH:39]C([C:35]2[CH:40]=[C:39]3C(CN([C@@H](C(C)C)C(OC)=O)C3=O)=[CH:37][CH:36]=2)=[CH:37][CH:36]=1.C(C1C=CC(C(Cl)=O)=CC=1)CCCC, predict the reaction product. The product is: [CH3:32][CH:31]([CH3:33])[C@H:26]([N:21]1[CH2:20][C:19]2[C:23](=[CH:24][C:16]([C:13]3[CH:12]=[CH:11][C:10]([NH:9][C:1](=[O:8])[C:2]4[CH:3]=[CH:4][C:5]([CH2:37][CH2:36][CH2:35][CH2:40][CH3:39])=[CH:6][CH:7]=4)=[CH:15][CH:14]=3)=[CH:17][CH:18]=2)[C:22]1=[O:25])[C:27]([O:29][CH3:30])=[O:28]. (6) Given the reactants [OH:1][C:2]1[CH:18]=[CH:17][C:5]([CH2:6][C:7]2[CH:12]=[CH:11][CH:10]=[CH:9][C:8]=2[NH:13][C:14](=[O:16])[CH3:15])=[CH:4][CH:3]=1.[C:19]([C:23]([CH2:25][C:26](OCC)=[O:27])=O)([F:22])([F:21])[F:20].CS(O)(=O)=O.[OH-].[Na+], predict the reaction product. The product is: [O:27]=[C:26]1[CH:25]=[C:23]([C:19]([F:22])([F:21])[F:20])[C:18]2[C:2](=[CH:3][CH:4]=[C:5]([CH2:6][C:7]3[CH:12]=[CH:11][CH:10]=[CH:9][C:8]=3[NH:13][C:14](=[O:16])[CH3:15])[CH:17]=2)[O:1]1.